This data is from Serine/threonine kinase 33 screen with 319,792 compounds. The task is: Binary Classification. Given a drug SMILES string, predict its activity (active/inactive) in a high-throughput screening assay against a specified biological target. The drug is S1CC\C(=N\OC(=O)c2ccc(F)cc2)c2c1cccc2. The result is 0 (inactive).